Dataset: Full USPTO retrosynthesis dataset with 1.9M reactions from patents (1976-2016). Task: Predict the reactants needed to synthesize the given product. (1) Given the product [CH3:16][N:17]1[CH2:22][CH2:21][C:20]2[NH:13][C:10]3[CH:9]=[CH:8][C:7]([CH3:15])=[CH:12][C:11]=3[C:19]=2[CH2:18]1, predict the reactants needed to synthesize it. The reactants are: S(=O)(=O)(O)O.Cl.[C:7]1([CH3:15])[CH:12]=[CH:11][C:10]([NH:13]N)=[CH:9][CH:8]=1.[CH3:16][N:17]1[CH2:22][CH2:21][CH2:20][CH2:19][C:18]1=O. (2) The reactants are: [F:1][C:2]1[C:7]([S:8]([CH3:11])(=[O:10])=[O:9])=[CH:6][CH:5]=[C:4](F)[C:3]=1[C:13]([N:15]1[CH2:20][CH2:19][N:18]([C:21]2[CH:26]=[CH:25][C:24]([S:27]([CH3:30])(=[O:29])=[O:28])=[CH:23][C:22]=2[F:31])[CH2:17][CH2:16]1)=[O:14].[CH:32]1([O-:37])[CH2:36][CH2:35][CH2:34][CH2:33]1.[Na+]. Given the product [CH:32]1([O:37][C:4]2[C:3]([C:13]([N:15]3[CH2:16][CH2:17][N:18]([C:21]4[CH:26]=[CH:25][C:24]([S:27]([CH3:30])(=[O:29])=[O:28])=[CH:23][C:22]=4[F:31])[CH2:19][CH2:20]3)=[O:14])=[C:2]([F:1])[C:7]([S:8]([CH3:11])(=[O:10])=[O:9])=[CH:6][CH:5]=2)[CH2:36][CH2:35][CH2:34][CH2:33]1, predict the reactants needed to synthesize it. (3) Given the product [Cl:11][C:10]1[CH:9]=[C:8]([C:12]2[N:16]=[C:15]([C:17]3[N:18]=[C:19]4[C:24]([Cl:25])=[CH:23][C:22]([C:26]([F:29])([F:28])[F:27])=[CH:21][N:20]4[CH:30]=3)[O:14][N:13]=2)[C:7]([Cl:31])=[CH:6][C:5]=1[O:44][CH2:40][CH:41]([OH:42])[CH2:43][OH:36], predict the reactants needed to synthesize it. The reactants are: C(O[C:5]1[C:10]([Cl:11])=[CH:9][C:8]([C:12]2[N:16]=[C:15]([C:17]3[N:18]=[C:19]4[C:24]([Cl:25])=[CH:23][C:22]([C:26]([F:29])([F:28])[F:27])=[CH:21][N:20]4[CH:30]=3)[O:14][N:13]=2)=[C:7]([Cl:31])[CH:6]=1)C=C.C[N+]1([O-])CC[O:36]CC1.[CH3:40][C:41]([CH3:43])=[O:42].[OH2:44]. (4) The reactants are: [OH:1][C:2]1[CH:18]=[CH:17][C:5]([C:6]2[CH2:7][O:8][C:9]3[C:14]([CH:15]=2)=[CH:13][CH:12]=[C:11](O)[CH:10]=3)=[CH:4][CH:3]=1.[NH2:19][C:20]1[CH:25]=[CH:24][CH:23]=[C:22]([CH3:26])[CH:21]=1.[CH2:27]=[O:28].[CH2:29](O)C. Given the product [C:22]1([CH3:26])[CH:23]=[CH:24][CH:25]=[C:20]([N:19]2[CH2:29][C:12]3[CH:13]=[C:14]4[C:9](=[CH:10][C:11]=3[O:28][CH2:27]2)[O:8][CH2:7][C:6]([C:5]2[CH:17]=[CH:18][C:2]([OH:1])=[CH:3][CH:4]=2)=[CH:15]4)[CH:21]=1, predict the reactants needed to synthesize it.